This data is from Drug-induced liver injury (DILI) classification data. The task is: Regression/Classification. Given a drug SMILES string, predict its toxicity properties. Task type varies by dataset: regression for continuous values (e.g., LD50, hERG inhibition percentage) or binary classification for toxic/non-toxic outcomes (e.g., AMES mutagenicity, cardiotoxicity, hepatotoxicity). Dataset: dili. (1) The compound is CCCCNc1cc(C(=O)O)cc(S(N)(=O)=O)c1Oc1ccccc1. The result is 1 (causes liver injury). (2) The drug is Cc1cc(C2CCCCC2)n(O)c(=O)c1. The result is 0 (no liver injury).